This data is from Forward reaction prediction with 1.9M reactions from USPTO patents (1976-2016). The task is: Predict the product of the given reaction. (1) Given the reactants [CH3:1][O:2][C:3]1[N:8]=[C:7]([O:9][CH3:10])[C:6]([C:11]2[CH:20]=[C:19]3[C:14]([C:15]([NH:24][C:25]4[CH:26]=[C:27]([CH:33]=[CH:34][CH:35]=4)[C:28]([O:30][CH2:31][CH3:32])=[O:29])=[C:16]([N+:21]([O-])=O)[CH:17]=[N:18]3)=[CH:13][CH:12]=2)=[CH:5][N:4]=1.O.O.[Sn](Cl)Cl.C(=O)([O-])[O-].[Na+].[Na+].ClCCl, predict the reaction product. The product is: [NH2:21][C:16]1[CH:17]=[N:18][C:19]2[C:14]([C:15]=1[NH:24][C:25]1[CH:26]=[C:27]([CH:33]=[CH:34][CH:35]=1)[C:28]([O:30][CH2:31][CH3:32])=[O:29])=[CH:13][CH:12]=[C:11]([C:6]1[C:7]([O:9][CH3:10])=[N:8][C:3]([O:2][CH3:1])=[N:4][CH:5]=1)[CH:20]=2. (2) Given the reactants [NH2:1][C:2]1[S:6][N:5]=[C:4]([CH3:7])[C:3]=1[C:8]([OH:10])=O.S(Cl)(Cl)=O.[CH2:15]([O:17][C:18]1[N:23]=[CH:22][C:21]([NH2:24])=[CH:20][CH:19]=1)[CH3:16].C(N(CC)CC)C, predict the reaction product. The product is: [NH2:1][C:2]1[S:6][N:5]=[C:4]([CH3:7])[C:3]=1[C:8]([NH:24][C:21]1[CH:22]=[N:23][C:18]([O:17][CH2:15][CH3:16])=[CH:19][CH:20]=1)=[O:10]. (3) Given the reactants [NH2:1][C:2]1[C:12]([OH:13])=[CH:11][CH:10]=[CH:9][C:3]=1[C:4]([O:6][CH2:7][CH3:8])=[O:5].O1CCCC1.[F:28][C:27]([F:30])([F:29])[C:26]([F:32])([F:31])[C:25](O[C:25](=O)[C:26]([F:32])([F:31])[C:27]([F:30])([F:29])[F:28])=O, predict the reaction product. The product is: [F:31][C:26]([F:32])([C:25]1[O:13][C:12]2[C:2](=[C:3]([C:4]([O:6][CH2:7][CH3:8])=[O:5])[CH:9]=[CH:10][CH:11]=2)[N:1]=1)[C:27]([F:30])([F:29])[F:28]. (4) Given the reactants O.NN.[CH2:4]([C:8]1[O:12][N:11]=[C:10]([CH2:13][N:14]2C(=O)C3C(=CC=CC=3)C2=O)[CH:9]=1)[CH2:5][CH2:6][CH3:7].C(O)C, predict the reaction product. The product is: [CH2:4]([C:8]1[O:12][N:11]=[C:10]([CH2:13][NH2:14])[CH:9]=1)[CH2:5][CH2:6][CH3:7]. (5) Given the reactants [F:1][C:2]1[CH:9]=[CH:8][C:5]([CH2:6][NH2:7])=[CH:4][CH:3]=1.[Br:10][CH2:11][C:12](Br)=[O:13].C(N(CC)CC)C, predict the reaction product. The product is: [Br:10][CH2:11][C:12]([NH:7][CH2:6][C:5]1[CH:8]=[CH:9][C:2]([F:1])=[CH:3][CH:4]=1)=[O:13]. (6) Given the reactants [CH3:1][N:2]([CH2:7][C:8]1[N:12]([CH3:13])[N:11]=[C:10]([N+:14]([O-])=O)[CH:9]=1)[CH:3]1[CH2:6][O:5][CH2:4]1.[NH4+].[Cl-], predict the reaction product. The product is: [CH3:13][N:12]1[C:8]([CH2:7][N:2]([CH3:1])[CH:3]2[CH2:4][O:5][CH2:6]2)=[CH:9][C:10]([NH2:14])=[N:11]1. (7) Given the reactants [CH3:1][O:2][C:3]1[CH:4]=[C:5]([O:21][C:22]2[CH:23]=[N:24][C:25]([S:28]([CH3:31])(=[O:30])=[O:29])=[CH:26][CH:27]=2)[CH:6]=[C:7]2[C:11]=1[NH:10][C:9]([C:12]1[S:13][CH:14]([CH2:17][C:18]([OH:20])=O)[CH2:15][N:16]=1)=[CH:8]2.Cl.[CH2:33]([N:35]=C=NCCCN(C)C)C.ON1C2C=CC=CC=2N=N1.Cl.CN, predict the reaction product. The product is: [CH3:1][O:2][C:3]1[CH:4]=[C:5]([O:21][C:22]2[CH:23]=[N:24][C:25]([S:28]([CH3:31])(=[O:29])=[O:30])=[CH:26][CH:27]=2)[CH:6]=[C:7]2[C:11]=1[NH:10][C:9]([C:12]1[S:13][CH:14]([CH2:17][C:18]([NH:35][CH3:33])=[O:20])[CH2:15][N:16]=1)=[CH:8]2.